Binary Classification. Given a T-cell receptor sequence (or CDR3 region) and an epitope sequence, predict whether binding occurs between them. From a dataset of TCR-epitope binding with 47,182 pairs between 192 epitopes and 23,139 TCRs. (1) The epitope is IQYIDIGNY. The TCR CDR3 sequence is CASSNRVWNEQFF. Result: 1 (the TCR binds to the epitope). (2) The epitope is ELAGIGILTV. The TCR CDR3 sequence is CATSGQNLGGEQYF. Result: 1 (the TCR binds to the epitope). (3) The epitope is KLVALGINAV. The TCR CDR3 sequence is CSARDGTGNGYTF. Result: 0 (the TCR does not bind to the epitope). (4) The epitope is RLRAEAQVK. The TCR CDR3 sequence is CASSPGNTEAFF. Result: 1 (the TCR binds to the epitope). (5) The epitope is YLQPRTFLL. The TCR CDR3 sequence is CASSDSYGYTF. Result: 1 (the TCR binds to the epitope). (6) The epitope is FLNGSCGSV. The TCR CDR3 sequence is CASSFALGRVGNEQFF. Result: 1 (the TCR binds to the epitope).